Binary Classification. Given a drug SMILES string, predict its activity (active/inactive) in a high-throughput screening assay against a specified biological target. From a dataset of Choline transporter screen with 302,306 compounds. (1) The drug is s1c2c(nc1NS(=O)(=O)c1ccc(cc1)C)CC(CC2=O)(C)C. The result is 0 (inactive). (2) The drug is O=C(C1CN(CCC1)Cc1cc2nonc2cc1)c1cc(OC)ccc1. The result is 0 (inactive). (3) The drug is S(=O)(=O)(N(Cc1ccccc1)C)c1c([nH]c(=O)[nH]c1=O)C. The result is 0 (inactive). (4) The molecule is S(=O)(=O)(N1CCN(CC1)C(=O)c1occc1)c1ccc(cc1)C. The result is 0 (inactive). (5) The molecule is s1c2c(nc1NC(=O)C(C)(C)C)cc1OCOc1c2. The result is 0 (inactive). (6) The compound is O=C(N1CCN(CC1)c1c([N+]([O-])=O)cc(OC)cc1)c1ccc(cc1)C. The result is 0 (inactive).